Dataset: Forward reaction prediction with 1.9M reactions from USPTO patents (1976-2016). Task: Predict the product of the given reaction. Given the reactants C(OC([C:6]1[NH:7][C:8]2[C:13]([CH:14]=1)=[CH:12][C:11](Cl)=[CH:10][CH:9]=2)=O)C.[H-].[Na+].C1(S(Cl)(=O)=O)C=CC=CC=1.O, predict the reaction product. The product is: [NH:7]1[C:8]2[C:13](=[CH:12][CH:11]=[CH:10][CH:9]=2)[CH:14]=[CH:6]1.